This data is from Forward reaction prediction with 1.9M reactions from USPTO patents (1976-2016). The task is: Predict the product of the given reaction. (1) Given the reactants O/[CH:2]=[C:3]1\[C:4](=[O:13])[NH:5][C:6]2[C:11]\1=[CH:10][CH:9]=[C:8]([F:12])[CH:7]=2.O/C=C1\C(=O)NC2C\1=CC=CC=2.[CH3:26][C:27]1[NH:31][N:30]=[C:29]([NH2:32])[CH:28]=1.NC1C=CNN=1, predict the reaction product. The product is: [F:12][C:8]1[CH:7]=[C:6]2[C:11]([C:3](=[CH:2][NH:32][C:29]3[CH:28]=[C:27]([CH3:26])[NH:31][N:30]=3)[C:4](=[O:13])[NH:5]2)=[CH:10][CH:9]=1. (2) Given the reactants FC(F)(F)S([O-])(=O)=O.[Ca+2].FC(F)(F)S([O-])(=O)=O.[C:18]1([S:24]([N:27]2[C:39]3[CH2:38][NH:37][CH2:36][CH2:35][C:34]=3[C:33]3[C:28]2=[CH:29][CH:30]=[CH:31][CH:32]=3)(=[O:26])=[O:25])[CH:23]=[CH:22][CH:21]=[CH:20][CH:19]=1.[O:40]1[CH2:42][CH:41]1[CH:43]1[CH2:52][CH2:51][C:46]2([O:50][CH2:49][CH2:48][O:47]2)[CH2:45][CH2:44]1, predict the reaction product. The product is: [C:18]1([S:24]([N:27]2[C:39]3[CH2:38][N:37]([CH2:42][CH:41]([CH:43]4[CH2:52][CH2:51][C:46]5([O:50][CH2:49][CH2:48][O:47]5)[CH2:45][CH2:44]4)[OH:40])[CH2:36][CH2:35][C:34]=3[C:33]3[C:28]2=[CH:29][CH:30]=[CH:31][CH:32]=3)(=[O:26])=[O:25])[CH:19]=[CH:20][CH:21]=[CH:22][CH:23]=1.